This data is from Forward reaction prediction with 1.9M reactions from USPTO patents (1976-2016). The task is: Predict the product of the given reaction. The product is: [CH:9]1[C:18]2[C:13](=[CH:14][C:15]([C:19]3[O:20][C:2]([NH2:3])=[N:22][N:21]=3)=[CH:16][CH:17]=2)[CH:12]=[CH:11][N:10]=1. Given the reactants Br[C:2]#[N:3].N1C=CN=C1.[CH:9]1[C:18]2[C:13](=[CH:14][C:15]([C:19]([NH:21][NH2:22])=[O:20])=[CH:16][CH:17]=2)[CH:12]=[CH:11][N:10]=1, predict the reaction product.